Dataset: Forward reaction prediction with 1.9M reactions from USPTO patents (1976-2016). Task: Predict the product of the given reaction. Given the reactants [CH3:1][NH:2][C:3]([C:5]1[CH:23]=[CH:22][C:8]2[N:9]=[C:10]([NH:12][C:13](=[O:21])[C:14]3[CH:19]=[CH:18][C:17]([CH3:20])=[CH:16][CH:15]=3)[S:11][C:7]=2[CH:6]=1)=[O:4].C(=O)([O-])[O-].[K+].[K+].Br[CH:31]([CH2:36][CH3:37])[C:32]([O:34]C)=[O:33], predict the reaction product. The product is: [CH3:20][C:17]1[CH:18]=[CH:19][C:14]([C:13]([N:12]=[C:10]2[N:9]([CH:31]([CH2:36][CH3:37])[C:32]([OH:34])=[O:33])[C:8]3[CH:22]=[CH:23][C:5]([C:3](=[O:4])[NH:2][CH3:1])=[CH:6][C:7]=3[S:11]2)=[O:21])=[CH:15][CH:16]=1.